From a dataset of Full USPTO retrosynthesis dataset with 1.9M reactions from patents (1976-2016). Predict the reactants needed to synthesize the given product. (1) Given the product [N:26]1([C:2]2[N:7]3[CH:8]=[C:9]([CH2:11][N:12]4[C@H:25]5[C@H:16]([CH2:17][CH2:18][C:19]6[C:24]5=[N:23][CH:22]=[CH:21][CH:20]=6)[CH2:15][CH2:14][CH2:13]4)[N:10]=[C:6]3[CH:5]=[CH:4][CH:3]=2)[CH2:31][CH2:30][S:29][CH2:28][CH2:27]1, predict the reactants needed to synthesize it. The reactants are: F[C:2]1[N:7]2[CH:8]=[C:9]([CH2:11][N:12]3[C@H:25]4[C@H:16]([CH2:17][CH2:18][C:19]5[C:24]4=[N:23][CH:22]=[CH:21][CH:20]=5)[CH2:15][CH2:14][CH2:13]3)[N:10]=[C:6]2[CH:5]=[CH:4][CH:3]=1.[NH:26]1[CH2:31][CH2:30][S:29][CH2:28][CH2:27]1. (2) The reactants are: [Cl:1][C:2]1[C:7]([I:8])=[CH:6][C:5]([NH:9][CH2:10][C:11]([OH:13])=O)=[C:4]([O:14][CH3:15])[CH:3]=1.[N:16]1([CH:22]2[CH2:25][N:24]([C:26]([O:28][C:29]([CH3:32])([CH3:31])[CH3:30])=[O:27])[CH2:23]2)[CH2:21][CH2:20][NH:19][CH2:18][CH2:17]1.CCN=C=NCCCN(C)C.Cl.C1C=CC2N(O)N=NC=2C=1.CCN(CC)CC. Given the product [Cl:1][C:2]1[C:7]([I:8])=[CH:6][C:5]([NH:9][CH2:10][C:11]([N:19]2[CH2:20][CH2:21][N:16]([CH:22]3[CH2:23][N:24]([C:26]([O:28][C:29]([CH3:32])([CH3:31])[CH3:30])=[O:27])[CH2:25]3)[CH2:17][CH2:18]2)=[O:13])=[C:4]([O:14][CH3:15])[CH:3]=1, predict the reactants needed to synthesize it. (3) Given the product [C:15]([NH:1][C:2]1[CH:3]=[C:4]2[CH:10]=[C:9]([C:11]([O:13][CH3:14])=[O:12])[NH:8][C:5]2=[N:6][CH:7]=1)(=[O:22])[C:16]1[CH:21]=[CH:20][CH:19]=[CH:18][CH:17]=1, predict the reactants needed to synthesize it. The reactants are: [NH2:1][C:2]1[CH:3]=[C:4]2[CH:10]=[C:9]([C:11]([O:13][CH3:14])=[O:12])[NH:8][C:5]2=[N:6][CH:7]=1.[C:15](Cl)(=[O:22])[C:16]1[CH:21]=[CH:20][CH:19]=[CH:18][CH:17]=1. (4) The reactants are: [CH3:1][C:2]([NH:14][C:15](=[O:18])[CH2:16][CH3:17])([CH3:13])[CH2:3][C:4]1[CH:9]=[CH:8][C:7]([N+:10]([O-])=O)=[CH:6][CH:5]=1. Given the product [NH2:10][C:7]1[CH:6]=[CH:5][C:4]([CH2:3][C:2]([NH:14][C:15](=[O:18])[CH2:16][CH3:17])([CH3:13])[CH3:1])=[CH:9][CH:8]=1, predict the reactants needed to synthesize it. (5) Given the product [Cl:1][C:2]1[CH:18]=[CH:17][C:5]2[CH2:6][CH2:7][N:8]([C:11](=[O:16])[C:12]([F:15])([F:14])[F:13])[CH2:9][CH2:10][C:4]=2[C:3]=1[NH:39][CH2:38][C:37]1[CH:40]=[CH:41][C:34]([CH2:33][C:31](=[O:32])[NH:30][CH:27]([CH3:28])[CH3:29])=[CH:35][CH:36]=1, predict the reactants needed to synthesize it. The reactants are: [Cl:1][C:2]1[CH:18]=[CH:17][C:5]2[CH2:6][CH2:7][N:8]([C:11](=[O:16])[C:12]([F:15])([F:14])[F:13])[CH2:9][CH2:10][C:4]=2[C:3]=1OS(C(F)(F)F)(=O)=O.[CH:27]([NH:30][C:31]([CH2:33][C:34]1[CH:41]=[CH:40][C:37]([CH2:38][NH2:39])=[CH:36][CH:35]=1)=[O:32])([CH3:29])[CH3:28]. (6) The reactants are: [Br:1][CH:2]([CH2:10][C:11]1[CH:16]=[CH:15][C:14]([I:17])=[CH:13][CH:12]=1)[C:3](=O)[C:4]([O:6][CH2:7][CH3:8])=[O:5].[NH2:18][C:19]([NH2:21])=[S:20]. Given the product [BrH:1].[NH2:21][C:19]1[S:20][C:2]([CH2:10][C:11]2[CH:16]=[CH:15][C:14]([I:17])=[CH:13][CH:12]=2)=[C:3]([C:4]([O:6][CH2:7][CH3:8])=[O:5])[N:18]=1, predict the reactants needed to synthesize it. (7) The reactants are: Br[C:2]1[C:11]2[N:10]=[CH:9][C:8](=[O:12])[NH:7][C:6]=2[N:5]=[C:4]([S:13][CH2:14][C:15]2[CH:20]=[CH:19][CH:18]=[C:17]([F:21])[C:16]=2[F:22])[N:3]=1.[CH2:23]([CH2:25][NH2:26])[OH:24]. Given the product [F:22][C:16]1[C:17]([F:21])=[CH:18][CH:19]=[CH:20][C:15]=1[CH2:14][S:13][C:4]1[N:3]=[C:2]([NH:26][CH2:25][CH2:23][OH:24])[C:11]2[N:10]=[CH:9][C:8](=[O:12])[NH:7][C:6]=2[N:5]=1, predict the reactants needed to synthesize it. (8) Given the product [Br:24][C:21]1[CH:22]=[CH:23][C:18]([C:8]2([CH2:6][OH:5])[CH2:17][CH2:16][C:11]3([O:15][CH2:14][CH2:13][O:12]3)[CH2:10][CH2:9]2)=[N:19][CH:20]=1, predict the reactants needed to synthesize it. The reactants are: [BH4-].[Li+].C([O:5][C:6]([C:8]1([C:18]2[CH:23]=[CH:22][C:21]([Br:24])=[CH:20][N:19]=2)[CH2:17][CH2:16][C:11]2([O:15][CH2:14][CH2:13][O:12]2)[CH2:10][CH2:9]1)=O)C.[Cl-].[NH4+]. (9) Given the product [Cl:1][C:2]1[C:3]([N:15]([CH3:27])[CH:16]2[CH2:26][CH2:25][C:19]3([CH2:24][CH2:23][N:22]([C:31](=[O:32])[CH2:30][C:28]#[N:29])[CH2:21][CH2:20]3)[CH2:18][CH2:17]2)=[N:4][C:5]([NH:8][C:9]2[CH:10]=[N:11][N:12]([CH3:14])[CH:13]=2)=[N:6][CH:7]=1, predict the reactants needed to synthesize it. The reactants are: [Cl:1][C:2]1[C:3]([N:15]([CH3:27])[CH:16]2[CH2:26][CH2:25][C:19]3([CH2:24][CH2:23][NH:22][CH2:21][CH2:20]3)[CH2:18][CH2:17]2)=[N:4][C:5]([NH:8][C:9]2[CH:10]=[N:11][N:12]([CH3:14])[CH:13]=2)=[N:6][CH:7]=1.[C:28]([CH2:30][C:31](O)=[O:32])#[N:29].F[P-](F)(F)(F)(F)F.N1(OC(N(C)C)=[N+](C)C)C2N=CC=CC=2N=N1.C(N(CC)CC)C. (10) Given the product [CH2:29]([N:36]1[C:40](=[O:41])[C:39](=[C:42]2[N:46]([CH3:47])[C:45]3[CH:48]=[CH:49][CH:50]=[CH:51][C:44]=3[S:43]2)[S:38][C:37]1=[N:11][C:8]1[CH:9]=[CH:10][C:5]([C:4]([NH:3][CH2:1][CH3:2])=[O:17])=[CH:6][C:7]=1[NH:14][CH2:15][CH3:16])[C:30]1[CH:31]=[CH:32][CH:33]=[CH:34][CH:35]=1, predict the reactants needed to synthesize it. The reactants are: [CH2:1]([NH:3][C:4](=[O:17])[C:5]1[CH:10]=[CH:9][C:8]([N+:11]([O-])=O)=[C:7]([NH:14][CH2:15][CH3:16])[CH:6]=1)[CH3:2].C1(C)C=CC(S([O-])(=O)=O)=CC=1.[CH2:29]([N:36]1[C:40](=[O:41])[C:39](=[C:42]2[N:46]([CH3:47])[C:45]3[CH:48]=[CH:49][CH:50]=[CH:51][C:44]=3[S:43]2)[S:38][CH2+:37]1SC)[C:30]1[CH:35]=[CH:34][CH:33]=[CH:32][CH:31]=1.